Dataset: Experimentally validated miRNA-target interactions with 360,000+ pairs, plus equal number of negative samples. Task: Binary Classification. Given a miRNA mature sequence and a target amino acid sequence, predict their likelihood of interaction. (1) The miRNA is hsa-miR-3689e with sequence UGUGAUAUCAUGGUUCCUGGGA. The protein sequence of the target gene is MAFLDNPTIILAHIRQSHVTSDDTGMCEMVLIDHDVDLEKIHPPSMPGDSGSEIQGSNGETQGYVYAQSVDITSSWDFGIRRRSNTAQRLERLRKERQNQIKCKNIQWKERNSKQSAQELKSLFEKKSLKEKPPISGKQSILSVRLEQCPLQLNNPFNEYSKFDGKGHVGTTATKKIDVYLPLHSSQDRLLPMTVVTMASARVQDLIGLICWQYTSEGREPKLNDNVSAYCLHIAEDDGEVDTDFPPLDSNEPIHKFGFSTLALVEKYSSPGLTSKESLFVRINAAHGFSLIQVDNTKVT.... Result: 0 (no interaction). (2) The miRNA is hsa-miR-363-3p with sequence AAUUGCACGGUAUCCAUCUGUA. The protein sequence of the target gene is MASQLQVFSPPSVSSSAFCSAKKLKIEPSGWDVSGQSSNDKYYTHSKTLPATQGQANSSHQVANFNIPAYDQGLLLPAPAVEHIVVTAADSSGSAATSTFQSSQTLTHRSNVSLLEPYQKCGLKRKSEEVDSNGSVQIIEEHPPLMLQNRTVVGAAATTTTVTTKSSSSSGEGDYQLVQHEILCSMTNSYEVLEFLGRGTFGQVAKCWKRSTKEIVAIKILKNHPSYARQGQIEVSILSRLSSENADEYNFVRSYECFQHKNHTCLVFEMLEQNLYDFLKQNKFSPLPLKYIRPILQQVA.... Result: 0 (no interaction). (3) The miRNA is hsa-miR-6731-5p with sequence UGGGAGAGCAGGGUAUUGUGGA. The protein sequence of the target gene is MKFQYKEDHPFEYRKKEGEKIRKKYPDRVPVIVEKAPKARVPDLDKRKYLVPSDLTVGQFYFLIRKRIHLRPEDALFFFVNNTIPPTSATMGQLYEDNHEEDYFLYVAYSDESVYGK. Result: 1 (interaction). (4) The miRNA is mmu-miR-182-3p with sequence GUGGUUCUAGACUUGCCAACU. The protein sequence of the target gene is MNFSEVFKLSSLLCKFSPDGKYLASCVQYRLVVRDVNTLQILQLYTCLDQIQHIEWSADSLFILCAMYKRGLVQVWSLEQPEWHCKIDEGSAGLVASCWSPDGRHILNTTEFHLRITVWSLCTKSVSYIKYPKACLQGITFTRDGRYMALAERRDCKDYVSIFVCSDWQLLRHFDTDTQDLTGIEWAPNGCVLAVWDTCLEYKILLYSLDGRLLSTYSAYEWSLGIKSVAWSPSSQFLAVGSYDGKVRILNHVTWKMITEFGHPAAINDPKIVVYKEAEKSPQLGLGCLSFPPPRAGAGP.... Result: 0 (no interaction). (5) The miRNA is hsa-miR-6856-3p with sequence UACAGCCCUGUGAUCUUUCCAG. The protein sequence of the target gene is MSDPITLNVGGKLYTTSLATLTSFPDSMLGAMFSGKMPTKRDSQGNCFIDRDGKVFRYILNFLRTSHLDLPEDFQEMGLLRREADFYQVQPLIEALQEKEVELSKAEKNAMLNITLNQRVQTVHFTVREAPQIYSLSSSSMEVFNANIFSTSCLFLKLLGSKLFYCSNGNLSSITSHLQDPNHLTLDWVANVEGLPEEEYTKQNLKRLWVVPANKQINSFQVFVEEVLKIALSDGFCIDSSHPHALDFMNNKIIRLIRYR. Result: 1 (interaction).